This data is from Forward reaction prediction with 1.9M reactions from USPTO patents (1976-2016). The task is: Predict the product of the given reaction. (1) Given the reactants [CH2:1]([O:4][P:5]([O:11][CH2:12][C:13]1[CH:30]=[CH:29][C:28]([F:31])=[CH:27][C:14]=1[C:15]([O:17]CC1C=CC(OC)=CC=1)=[O:16])([O:7][CH2:8][CH:9]=[CH2:10])=[O:6])[CH:2]=[CH2:3].C1(OC)C=CC=CC=1.FC(F)(F)C(O)=O, predict the reaction product. The product is: [CH2:8]([O:7][P:5]([O:11][CH2:12][C:13]1[CH:30]=[CH:29][C:28]([F:31])=[CH:27][C:14]=1[C:15]([OH:17])=[O:16])([O:4][CH2:1][CH:2]=[CH2:3])=[O:6])[CH:9]=[CH2:10]. (2) Given the reactants [F:1][C:2]1[CH:3]=[C:4]([CH:8]=[C:9]([F:12])[C:10]=1[OH:11])[C:5]([OH:7])=O.Cl.[O:14]([CH2:21][CH2:22][C@@H:23]1[CH2:28][CH2:27][C@H:26]([CH2:29][NH2:30])[CH2:25][CH2:24]1)[C:15]1[CH:20]=[CH:19][CH:18]=[CH:17][CH:16]=1, predict the reaction product. The product is: [F:12][C:9]1[CH:8]=[C:4]([CH:3]=[C:2]([F:1])[C:10]=1[OH:11])[C:5]([NH:30][CH2:29][C@H:26]1[CH2:25][CH2:24][C@@H:23]([CH2:22][CH2:21][O:14][C:15]2[CH:16]=[CH:17][CH:18]=[CH:19][CH:20]=2)[CH2:28][CH2:27]1)=[O:7]. (3) Given the reactants [NH:1]1[C:9]2[C:4](=[CH:5][CH:6]=[N:7][CH:8]=2)[CH:3]=[CH:2]1.[OH-].[K+].O=[C:13]1[CH2:18][CH2:17][N:16]([C:19]([O:21][C:22]([CH3:25])([CH3:24])[CH3:23])=[O:20])[CH2:15][CH2:14]1, predict the reaction product. The product is: [NH:1]1[C:9]2=[CH:8][N:7]=[CH:6][CH:5]=[C:4]2[C:3]([C:13]2[CH2:18][CH2:17][N:16]([C:19]([O:21][C:22]([CH3:25])([CH3:24])[CH3:23])=[O:20])[CH2:15][CH:14]=2)=[CH:2]1. (4) Given the reactants Cl[C:2]1[N:10]=[C:9]2[C:5]([N:6]=[CH:7][N:8]2[C@@H:11]2[O:17][C@H:16]([CH2:18][F:19])[C@@H:14]([OH:15])[C@H:12]2[OH:13])=[C:4]([NH2:20])[N:3]=1.[CH3:21][CH:22]1[CH2:24][CH:23]1[CH2:25][OH:26].[OH-].[Na+], predict the reaction product. The product is: [F:19][CH2:18][C@H:16]1[O:17][C@@H:11]([N:8]2[CH:7]=[N:6][C:5]3[C:9]2=[N:10][C:2]([O:26][CH2:25][CH:23]2[CH2:24][CH:22]2[CH3:21])=[N:3][C:4]=3[NH2:20])[C@H:12]([OH:13])[C@@H:14]1[OH:15]. (5) Given the reactants Br[C:2]1[CH:3]=[CH:4][C:5]2[N:9]=[C:8]([O:10][CH:11]3[CH2:14][O:13][CH2:12]3)[N:7]([C:15]3[CH:20]=[CH:19][N:18]=[C:17]([NH2:21])[N:16]=3)[C:6]=2[CH:22]=1.[C:23]([Si:25]([CH3:28])([CH3:27])[CH3:26])#[CH:24], predict the reaction product. The product is: [O:13]1[CH2:14][CH:11]([O:10][C:8]2[N:7]([C:15]3[CH:20]=[CH:19][N:18]=[C:17]([NH2:21])[N:16]=3)[C:6]3[CH:22]=[C:2]([C:24]#[C:23][Si:25]([CH3:28])([CH3:27])[CH3:26])[CH:3]=[CH:4][C:5]=3[N:9]=2)[CH2:12]1.